This data is from Catalyst prediction with 721,799 reactions and 888 catalyst types from USPTO. The task is: Predict which catalyst facilitates the given reaction. (1) Reactant: O1CCCCC1[O:7][C:8]1[CH:13]=[CH:12][C:11]([N:14]2[CH2:19][CH2:18][N:17]([C:20]3[CH:25]=[CH:24][C:23]([O:26][C:27]([F:30])([F:29])[F:28])=[CH:22][CH:21]=3)[CH2:16][CH2:15]2)=[CH:10][CH:9]=1.C1(C)C=CC(S([O-])(=O)=O)=CC=1.[NH+]1C=CC=CC=1. Product: [F:30][C:27]([F:28])([F:29])[O:26][C:23]1[CH:24]=[CH:25][C:20]([N:17]2[CH2:18][CH2:19][N:14]([C:11]3[CH:12]=[CH:13][C:8]([OH:7])=[CH:9][CH:10]=3)[CH2:15][CH2:16]2)=[CH:21][CH:22]=1. The catalyst class is: 8. (2) Reactant: C([C:3]1[NH:4][CH:5]=[C:6](C=O)[N:7]=1)C.C1C=CC(C(Cl)(C2C(Cl)=CC=CC=2)C2C=CC=CC=2)=CC=1.N1CCCCC1.[NH:37]1[C:45]2[C:40](=[CH:41][CH:42]=[CH:43][CH:44]=2)[CH2:39][C:38]1=[O:46]. Product: [NH:4]1[CH:5]=[CH:6][N:7]=[C:3]1[N:37]1[C:45]2[C:40](=[CH:41][CH:42]=[CH:43][CH:44]=2)[CH2:39][C:38]1=[O:46]. The catalyst class is: 3. (3) Reactant: [O:1]=[C:2]1[NH:11][C:10]2[C:5](=[CH:6][C:7]([O:15][CH2:16][CH:17]3[CH2:21][CH2:20][O:19][CH2:18]3)=[C:8]([C:12]([OH:14])=O)[CH:9]=2)[N:4]2[C:22]([CH:25]3[CH2:30][CH2:29][O:28][CH2:27][CH2:26]3)=[N:23][CH:24]=[C:3]12.[Br:31][C:32]1[CH:33]=[C:34]2[CH2:40][CH2:39][NH:38][C:35]2=[N:36][CH:37]=1.C(N(CC)C(C)C)(C)C.CN(C(ON1N=NC2C=CC=NC1=2)=[N+](C)C)C.F[P-](F)(F)(F)(F)F.C(=O)([O-])O.[Na+]. Product: [Br:31][C:32]1[CH:33]=[C:34]2[CH2:40][CH2:39][N:38]([C:12]([C:8]3[CH:9]=[C:10]4[C:5](=[CH:6][C:7]=3[O:15][CH2:16][CH:17]3[CH2:21][CH2:20][O:19][CH2:18]3)[N:4]3[C:22]([CH:25]5[CH2:26][CH2:27][O:28][CH2:29][CH2:30]5)=[N:23][CH:24]=[C:3]3[C:2](=[O:1])[NH:11]4)=[O:14])[C:35]2=[N:36][CH:37]=1. The catalyst class is: 9. (4) Reactant: [Cl:1][C:2]1[C:7]([Cl:8])=[CH:6][CH:5]=[CH:4][C:3]=1[N:9]1[CH2:14][CH2:13][N:12]([CH2:15][CH2:16][CH2:17][CH2:18][O:19][C:20]2[N:29]=[C:28]3[C:23]([C:24](=[O:33])[C:25]([CH3:32])([CH3:31])[C:26](=[O:30])[NH:27]3)=[CH:22][CH:21]=2)[CH2:11][CH2:10]1.[BH4-].[Na+]. Product: [Cl:1][C:2]1[C:7]([Cl:8])=[CH:6][CH:5]=[CH:4][C:3]=1[N:9]1[CH2:14][CH2:13][N:12]([CH2:15][CH2:16][CH2:17][CH2:18][O:19][C:20]2[N:29]=[C:28]3[C:23]([CH:24]([OH:33])[C:25]([CH3:31])([CH3:32])[C:26](=[O:30])[NH:27]3)=[CH:22][CH:21]=2)[CH2:11][CH2:10]1. The catalyst class is: 1.